The task is: Predict the reaction yield, written as a fraction of the theoretical maximum amount of product (1.0 means a 100% yield; for example, 0.34 means a 34% yield).. This data is from Reaction yield outcomes from USPTO patents with 853,638 reactions. (1) The reactants are CO[C:3](=[O:24])[C:4]1[CH:9]=[CH:8][C:7]([O:10][CH2:11][C:12]2[C:13]([C:18]3[CH:23]=[CH:22][CH:21]=[CH:20][CH:19]=3)=[N:14][O:15][C:16]=2[CH3:17])=[N:6][CH:5]=1.[NH2:25][CH2:26][CH2:27][CH2:28][CH2:29][OH:30].N12CCCNC1=NCCC2.C(=O)(O)[O-].[Na+]. The catalyst is C1(C)C=CC=CC=1. The product is [OH:30][CH2:29][CH2:28][CH2:27][CH2:26][NH:25][C:3](=[O:24])[C:4]1[CH:9]=[CH:8][C:7]([O:10][CH2:11][C:12]2[C:13]([C:18]3[CH:19]=[CH:20][CH:21]=[CH:22][CH:23]=3)=[N:14][O:15][C:16]=2[CH3:17])=[N:6][CH:5]=1. The yield is 0.370. (2) The reactants are [C:1]([O:4][C@H:5]1[CH2:22][CH2:21][C@@:20]2([CH3:23])[C:7](=[CH:8][CH2:9][C@@H:10]3[C@@H:19]2[CH2:18][CH2:17][C@@:15]2([CH3:16])[C@H:11]3[CH2:12][C:13](C=O)=[C:14]2[N:24]2[C:28]3[CH:29]=[CH:30][CH:31]=[CH:32][C:27]=3[N:26]=[CH:25]2)[CH2:6]1)(=[O:3])[CH3:2]. The catalyst is C(#N)C1C=CC=CC=1.[Pd]. The product is [C:1]([O:4][C@H:5]1[CH2:22][CH2:21][C@@:20]2([CH3:23])[C:7](=[CH:8][CH2:9][C@@H:10]3[C@@H:19]2[CH2:18][CH2:17][C@@:15]2([CH3:16])[C@H:11]3[CH2:12][CH:13]=[C:14]2[N:24]2[C:28]3[CH:29]=[CH:30][CH:31]=[CH:32][C:27]=3[N:26]=[CH:25]2)[CH2:6]1)(=[O:3])[CH3:2]. The yield is 0.738. (3) The reactants are Cl[C:2]1[CH:7]=[C:6]([CH3:8])[CH:5]=[C:4]([C:9]2[CH:14]=[CH:13][C:12]([C:15]([F:18])([F:17])[F:16])=[CH:11][CH:10]=2)[N:3]=1.[F:19][C:20]1[CH:25]=[CH:24][C:23](B(O)O)=[CH:22][CH:21]=1.C([O-])([O-])=O.[Na+].[Na+]. The catalyst is COCCOC.O.C1C=CC([P]([Pd]([P](C2C=CC=CC=2)(C2C=CC=CC=2)C2C=CC=CC=2)([P](C2C=CC=CC=2)(C2C=CC=CC=2)C2C=CC=CC=2)[P](C2C=CC=CC=2)(C2C=CC=CC=2)C2C=CC=CC=2)(C2C=CC=CC=2)C2C=CC=CC=2)=CC=1. The product is [F:19][C:20]1[CH:25]=[CH:24][C:23]([C:2]2[CH:7]=[C:6]([CH3:8])[CH:5]=[C:4]([C:9]3[CH:14]=[CH:13][C:12]([C:15]([F:18])([F:17])[F:16])=[CH:11][CH:10]=3)[N:3]=2)=[CH:22][CH:21]=1. The yield is 0.830. (4) The product is [Cl:34][C:26]1[CH:27]=[C:28]2[C:19](=[C:20]3[C:25]=1[CH:24]=[CH:23][CH:22]=[N:21]3)[NH:18][S:17](=[O:31])(=[O:32])[C:16]1[C:29]2=[CH:30][C:13]([F:12])=[CH:14][CH:15]=1. The yield is 0.690. No catalyst specified. The reactants are CN1C(C)(C)C(=O)N(C)C1=O.[F:12][C:13]1[CH:30]=[C:29]2[C:16]([S:17](=[O:32])(=[O:31])[NH:18][C:19]3[C:28]2=[CH:27][CH:26]=[C:25]2[C:20]=3[N:21]=[CH:22][CH:23]=[CH:24]2)=[CH:15][CH:14]=1.C(Cl)(Cl)[Cl:34]. (5) The reactants are [CH:1]([S:4]([C:7]1[CH:12]=[CH:11][C:10]([C:13]2[N:14]=[C:15]3[CH:21]=[CH:20][NH:19][C:16]3=[N:17][CH:18]=2)=[CH:9][CH:8]=1)(=[O:6])=[O:5])([CH3:3])[CH3:2].[I:22]Cl.C(Cl)Cl. The catalyst is N1C=CC=CC=1. The product is [I:22][C:21]1[C:15]2[C:16](=[N:17][CH:18]=[C:13]([C:10]3[CH:9]=[CH:8][C:7]([S:4]([CH:1]([CH3:3])[CH3:2])(=[O:6])=[O:5])=[CH:12][CH:11]=3)[N:14]=2)[NH:19][CH:20]=1. The yield is 0.870. (6) The reactants are [F:1][C:2]1[CH:32]=[CH:31][C:5]([C:6]([NH:8][C:9]2[S:13][C:12]([N:14]([CH3:25])[C:15]3[CH:16]=[C:17]4[C:22](=[CH:23][CH:24]=3)[N:21]=[CH:20][CH:19]=[CH:18]4)=[N:11][C:10]=2[C:26]([O:28]CC)=O)=[O:7])=[CH:4][CH:3]=1.[NH3:33].CO. The catalyst is C1COCC1. The product is [F:1][C:2]1[CH:3]=[CH:4][C:5]([C:6]([NH:8][C:9]2[S:13][C:12]([N:14]([CH3:25])[C:15]3[CH:16]=[C:17]4[C:22](=[CH:23][CH:24]=3)[N:21]=[CH:20][CH:19]=[CH:18]4)=[N:11][C:10]=2[C:26]([NH2:33])=[O:28])=[O:7])=[CH:31][CH:32]=1. The yield is 0.840. (7) The reactants are [CH3:1][C:2]([C:4]1[CH:9]=[C:8]([F:10])[CH:7]=[C:6]([F:11])[CH:5]=1)=[O:3].[Se](=O)=[O:13]. No catalyst specified. The product is [F:11][C:6]1[CH:5]=[C:4]([C:2](=[O:3])[CH:1]=[O:13])[CH:9]=[C:8]([F:10])[CH:7]=1. The yield is 0.840.